This data is from Merck oncology drug combination screen with 23,052 pairs across 39 cell lines. The task is: Regression. Given two drug SMILES strings and cell line genomic features, predict the synergy score measuring deviation from expected non-interaction effect. (1) Drug 1: CC(C)CC(NC(=O)C(Cc1ccccc1)NC(=O)c1cnccn1)B(O)O. Drug 2: NC1CCCCC1N.O=C(O)C(=O)O.[Pt+2]. Cell line: MSTO. Synergy scores: synergy=57.3. (2) Drug 1: CCC1(O)CC2CN(CCc3c([nH]c4ccccc34)C(C(=O)OC)(c3cc4c(cc3OC)N(C)C3C(O)(C(=O)OC)C(OC(C)=O)C5(CC)C=CCN6CCC43C65)C2)C1. Drug 2: C#Cc1cccc(Nc2ncnc3cc(OCCOC)c(OCCOC)cc23)c1. Cell line: A375. Synergy scores: synergy=45.2. (3) Drug 1: Cn1c(=O)n(-c2ccc(C(C)(C)C#N)cc2)c2c3cc(-c4cnc5ccccc5c4)ccc3ncc21. Drug 2: CCc1c2c(nc3ccc(O)cc13)-c1cc3c(c(=O)n1C2)COC(=O)C3(O)CC. Cell line: MDAMB436. Synergy scores: synergy=20.7. (4) Drug 1: Cn1nnc2c(C(N)=O)ncn2c1=O. Drug 2: CC1(c2nc3c(C(N)=O)cccc3[nH]2)CCCN1. Cell line: A2058. Synergy scores: synergy=41.2. (5) Drug 1: CC1CC2C3CCC4=CC(=O)C=CC4(C)C3(F)C(O)CC2(C)C1(O)C(=O)CO. Drug 2: NC1(c2ccc(-c3nc4ccn5c(=O)[nH]nc5c4cc3-c3ccccc3)cc2)CCC1. Cell line: RPMI7951. Synergy scores: synergy=-7.04. (6) Drug 1: CN(C)C(=N)N=C(N)N. Drug 2: CCc1cnn2c(NCc3ccc[n+]([O-])c3)cc(N3CCCCC3CCO)nc12. Cell line: NCIH1650. Synergy scores: synergy=23.1. (7) Drug 1: CCC1(O)CC2CN(CCc3c([nH]c4ccccc34)C(C(=O)OC)(c3cc4c(cc3OC)N(C)C3C(O)(C(=O)OC)C(OC(C)=O)C5(CC)C=CCN6CCC43C65)C2)C1. Drug 2: Cn1c(=O)n(-c2ccc(C(C)(C)C#N)cc2)c2c3cc(-c4cnc5ccccc5c4)ccc3ncc21. Cell line: UWB1289BRCA1. Synergy scores: synergy=23.7.